Dataset: Full USPTO retrosynthesis dataset with 1.9M reactions from patents (1976-2016). Task: Predict the reactants needed to synthesize the given product. Given the product [CH2:1]([O:8][C@H:9]1[CH2:13][CH2:12][CH2:11][C@H:10]1[C:14]([OH:16])=[O:15])[C:2]1[CH:7]=[CH:6][CH:5]=[CH:4][CH:3]=1, predict the reactants needed to synthesize it. The reactants are: [CH2:1]([O:8][C@H:9]1[CH2:13][CH2:12][CH2:11][C@H:10]1[C:14]([O:16]CC)=[O:15])[C:2]1[CH:7]=[CH:6][CH:5]=[CH:4][CH:3]=1.[OH-].[Li+].